Dataset: Forward reaction prediction with 1.9M reactions from USPTO patents (1976-2016). Task: Predict the product of the given reaction. (1) Given the reactants Cl.[CH3:2][O:3][C:4]1[CH:5]=[C:6]([C:12]2[C:13]([CH3:25])([CH3:24])[C:14](=[O:23])[N:15]([CH:17]3[CH2:22][CH2:21][NH:20][CH2:19][CH2:18]3)[N:16]=2)[CH:7]=[CH:8][C:9]=1[O:10][CH3:11].[CH3:26][O:27][C:28]1[CH:36]=[C:35]([O:37][CH3:38])[CH:34]=[CH:33][C:29]=1[C:30](Cl)=[O:31], predict the reaction product. The product is: [CH3:2][O:3][C:4]1[CH:5]=[C:6]([C:12]2[C:13]([CH3:25])([CH3:24])[C:14](=[O:23])[N:15]([CH:17]3[CH2:22][CH2:21][N:20]([C:30]([C:29]4[CH:33]=[CH:34][C:35]([O:37][CH3:38])=[CH:36][C:28]=4[O:27][CH3:26])=[O:31])[CH2:19][CH2:18]3)[N:16]=2)[CH:7]=[CH:8][C:9]=1[O:10][CH3:11]. (2) The product is: [OH:7][C@@H:8]([C:26]1[CH:27]=[CH:28][C:29]([O:32][C:33]([F:34])([F:35])[F:36])=[CH:30][CH:31]=1)[C@@H:9]([C:13]1[CH:25]=[CH:24][C:16]([C:17]([O:19][C:20]([CH3:21])([CH3:22])[CH3:23])=[O:18])=[CH:15][CH:14]=1)[CH2:10][CH2:11][CH3:12]. Given the reactants CC(C)([O-])C.[K+].[O:7]=[C:8]([C:26]1[CH:31]=[CH:30][C:29]([O:32][C:33]([F:36])([F:35])[F:34])=[CH:28][CH:27]=1)[CH:9]([C:13]1[CH:25]=[CH:24][C:16]([C:17]([O:19][C:20]([CH3:23])([CH3:22])[CH3:21])=[O:18])=[CH:15][CH:14]=1)[CH2:10][CH2:11][CH3:12], predict the reaction product. (3) Given the reactants O[C@@H:2]1[C@H:6]([CH2:7][CH:8]=[CH:9][CH2:10][CH2:11][CH2:12][C:13]([OH:15])=[O:14])[C@@H:5](/[CH:16]=[CH:17]/[C@@H:18]([O:27][CH:28]2[CH2:33][CH2:32][CH2:31][CH2:30][O:29]2)[CH2:19]CC2C=CC=CC=2)[C@H:4]([O:34][CH:35]2[CH2:40][CH2:39][CH2:38][CH2:37][O:36]2)[CH2:3]1.C(N(CC)C(C)C)(C)C.[C:50](Cl)(=O)[C:51]1[CH:56]=[CH:55][CH:54]=[CH:53][CH:52]=1, predict the reaction product. The product is: [C:51]1([CH2:50][CH2:19][C@H:18]([O:27][CH:28]2[CH2:33][CH2:32][CH2:31][CH2:30][O:29]2)/[CH:17]=[CH:16]/[C@@H:5]2[C@@H:6]3[C@@H:2]([O:14][C:13](=[O:15])[CH2:12][CH2:11][CH2:10][CH:9]=[CH:8][CH2:7]3)[CH2:3][C@H:4]2[O:34][CH:35]2[CH2:40][CH2:39][CH2:38][CH2:37][O:36]2)[CH:56]=[CH:55][CH:54]=[CH:53][CH:52]=1. (4) Given the reactants [CH3:1][N:2]1[CH2:7][CH2:6][N:5]([C:8]2[N:13]3[C:14]([CH:30]=O)=[C:15]([CH2:17][N:18]([CH3:29])[C@@H:19]4[C:28]5[N:27]=[CH:26][CH:25]=[CH:24][C:23]=5[CH2:22][CH2:21][CH2:20]4)[N:16]=[C:12]3[CH:11]=[CH:10][CH:9]=2)[CH2:4][CH2:3]1.[CH2:32]([NH2:34])[CH3:33], predict the reaction product. The product is: [CH2:32]([NH:34][CH2:30][C:14]1[N:13]2[C:8]([N:5]3[CH2:4][CH2:3][N:2]([CH3:1])[CH2:7][CH2:6]3)=[CH:9][CH:10]=[CH:11][C:12]2=[N:16][C:15]=1[CH2:17][N:18]([CH3:29])[C@@H:19]1[C:28]2[N:27]=[CH:26][CH:25]=[CH:24][C:23]=2[CH2:22][CH2:21][CH2:20]1)[CH3:33]. (5) Given the reactants ONC(=O)C=CC1C=C[C:9]([NH:12][S:13]([C:16]2[CH:21]=[CH:20][CH:19]=[CH:18][CH:17]=2)(=[O:15])=[O:14])=CC=1.C([O-])([O-])=O.[K+].[K+].[CH3:29][I:30], predict the reaction product. The product is: [CH3:9][NH:12][S:13]([C:16]1[CH:17]=[CH:18][CH:19]=[CH:20][C:21]=1[C:16]1[CH:21]=[CH:20][C:29]([I:30])=[CH:18][CH:17]=1)(=[O:14])=[O:15]. (6) Given the reactants Cl.[Cl:2][C:3]1[CH:15]=[CH:14][C:6]([O:7][CH2:8][C:9]([O:11]CC)=[O:10])=[C:5]([N:16]2[CH2:21][CH2:20][NH:19][CH2:18][CH2:17]2)[CH:4]=1.[C:22]1([S:28](Cl)(=[O:30])=[O:29])[CH:27]=[CH:26][CH:25]=[CH:24][CH:23]=1.C(N(CC)CC)C.Cl, predict the reaction product. The product is: [Cl:2][C:3]1[CH:15]=[CH:14][C:6]([O:7][CH2:8][C:9]([OH:11])=[O:10])=[C:5]([N:16]2[CH2:17][CH2:18][N:19]([S:28]([C:22]3[CH:27]=[CH:26][CH:25]=[CH:24][CH:23]=3)(=[O:30])=[O:29])[CH2:20][CH2:21]2)[CH:4]=1.